This data is from Full USPTO retrosynthesis dataset with 1.9M reactions from patents (1976-2016). The task is: Predict the reactants needed to synthesize the given product. Given the product [CH2:12]([NH:19][C:20]([C:22]1[S:26][C:25]([NH:27][C:6](=[O:7])[C:5]2[CH:9]=[CH:10][CH:11]=[C:3]([C:1]#[N:2])[CH:4]=2)=[N:24][C:23]=1[CH3:28])=[O:21])[C:13]1[CH:18]=[CH:17][CH:16]=[CH:15][CH:14]=1, predict the reactants needed to synthesize it. The reactants are: [C:1]([C:3]1[CH:4]=[C:5]([CH:9]=[CH:10][CH:11]=1)[C:6](Cl)=[O:7])#[N:2].[CH2:12]([NH:19][C:20]([C:22]1[S:26][C:25]([NH2:27])=[N:24][C:23]=1[CH3:28])=[O:21])[C:13]1[CH:18]=[CH:17][CH:16]=[CH:15][CH:14]=1.